From a dataset of Forward reaction prediction with 1.9M reactions from USPTO patents (1976-2016). Predict the product of the given reaction. (1) Given the reactants [Br:1][C:2]1[C:3]([C:7]2[CH:12]=[CH:11][C:10]([N+:13]([O-:15])=[O:14])=[CH:9][CH:8]=2)=[N:4][NH:5][CH:6]=1.Br[CH2:17][C:18]([O:20][C:21]([CH3:24])([CH3:23])[CH3:22])=[O:19], predict the reaction product. The product is: [Br:1][C:2]1[C:3]([C:7]2[CH:8]=[CH:9][C:10]([N+:13]([O-:15])=[O:14])=[CH:11][CH:12]=2)=[N:4][N:5]([CH2:17][C:18]([O:20][C:21]([CH3:24])([CH3:23])[CH3:22])=[O:19])[CH:6]=1. (2) Given the reactants [Cl:1][C:2]1[C:7]([C:8](O)=[O:9])=[CH:6][N:5]=[C:4]2[N:11]([CH2:14][O:15][CH2:16][CH2:17][Si:18]([CH3:21])([CH3:20])[CH3:19])[CH:12]=[CH:13][C:3]=12.C1(C)C=CC=CC=1.[NH3:29].CO.[Cl-].[Na+], predict the reaction product. The product is: [Cl:1][C:2]1[C:7]([C:8]([NH2:29])=[O:9])=[CH:6][N:5]=[C:4]2[N:11]([CH2:14][O:15][CH2:16][CH2:17][Si:18]([CH3:21])([CH3:20])[CH3:19])[CH:12]=[CH:13][C:3]=12. (3) Given the reactants Cl.C(Cl)(=O)C.C(OC([N:13]1[CH2:18][CH2:17][CH:16]([C:19]2[N:20]([CH3:35])[CH:21]=[C:22]([C:24]3[CH:29]=[CH:28][C:27]([F:30])=[C:26]([C:31]([F:34])([F:33])[F:32])[CH:25]=3)[N:23]=2)[CH2:15][CH2:14]1)=O)(C)(C)C.C(N(CC)CC)C.Cl[C:44]1[N:49]=[CH:48][N:47]=[C:46]2[NH:50][N:51]=[CH:52][C:45]=12, predict the reaction product. The product is: [F:30][C:27]1[CH:28]=[CH:29][C:24]([C:22]2[N:23]=[C:19]([CH:16]3[CH2:15][CH2:14][N:13]([C:44]4[N:49]=[CH:48][N:47]=[C:46]5[NH:50][N:51]=[CH:52][C:45]=45)[CH2:18][CH2:17]3)[N:20]([CH3:35])[CH:21]=2)=[CH:25][C:26]=1[C:31]([F:33])([F:32])[F:34].